This data is from Merck oncology drug combination screen with 23,052 pairs across 39 cell lines. The task is: Regression. Given two drug SMILES strings and cell line genomic features, predict the synergy score measuring deviation from expected non-interaction effect. (1) Drug 1: COc1cc(C2c3cc4c(cc3C(OC3OC5COC(C)OC5C(O)C3O)C3COC(=O)C23)OCO4)cc(OC)c1O. Drug 2: NC1(c2ccc(-c3nc4ccn5c(=O)[nH]nc5c4cc3-c3ccccc3)cc2)CCC1. Cell line: UWB1289. Synergy scores: synergy=26.6. (2) Drug 1: CN1C(=O)C=CC2(C)C3CCC4(C)C(NC(=O)OCC(F)(F)F)CCC4C3CCC12. Drug 2: O=C(NOCC(O)CO)c1ccc(F)c(F)c1Nc1ccc(I)cc1F. Cell line: HT29. Synergy scores: synergy=4.95. (3) Drug 1: COc1cc(C2c3cc4c(cc3C(OC3OC5COC(C)OC5C(O)C3O)C3COC(=O)C23)OCO4)cc(OC)c1O. Drug 2: Cn1cc(-c2cnn3c(N)c(Br)c(C4CCCNC4)nc23)cn1. Cell line: HT29. Synergy scores: synergy=22.8. (4) Drug 1: Cn1nnc2c(C(N)=O)ncn2c1=O. Drug 2: CNC(=O)c1cc(Oc2ccc(NC(=O)Nc3ccc(Cl)c(C(F)(F)F)c3)cc2)ccn1. Cell line: OVCAR3. Synergy scores: synergy=-11.5. (5) Drug 1: COC1=C2CC(C)CC(OC)C(O)C(C)C=C(C)C(OC(N)=O)C(OC)C=CC=C(C)C(=O)NC(=CC1=O)C2=O. Drug 2: CCc1cnn2c(NCc3ccc[n+]([O-])c3)cc(N3CCCCC3CCO)nc12. Cell line: MDAMB436. Synergy scores: synergy=15.3.